The task is: Predict the reactants needed to synthesize the given product.. This data is from Full USPTO retrosynthesis dataset with 1.9M reactions from patents (1976-2016). (1) Given the product [ClH:12].[ClH:12].[Cl:12][C:11]1[CH:7]=[C:3]([C:4]([NH2:6])=[O:5])[C:1](=[NH:2])[N:23]([CH:21]([C:17]2[CH:16]=[N:15][CH:20]=[CH:19][CH:18]=2)[CH3:22])[CH:10]=1, predict the reactants needed to synthesize it. The reactants are: [C:1]([CH:3]([CH:7]1[C:11]([Cl:12])=[C:10](Cl)C(=O)O1)[C:4]([NH2:6])=[O:5])#[N:2].[N:15]1[CH:20]=[CH:19][CH:18]=[C:17]([CH:21]([NH2:23])[CH3:22])[CH:16]=1.C(=O)([O-])[O-].[K+].[K+]. (2) The reactants are: [CH3:1][O:2][C:3](=[O:14])[C:4]1[CH:9]=[CH:8][C:7]([NH:10][CH2:11][CH3:12])=[C:6]([NH2:13])[CH:5]=1.[N:15]1[CH:20]=[CH:19][CH:18]=[C:17]([O:21][C:22]2[CH:31]=[CH:30][C:25]3[N:26]=[C:27]([NH2:29])[S:28][C:24]=3[CH:23]=2)[CH:16]=1.[C:32](N1C=CN=C1)(N1C=CN=C1)=S.C(Cl)CCl. Given the product [CH3:1][O:2][C:3]([C:4]1[CH:9]=[CH:8][C:7]2[N:10]([CH2:11][CH3:12])[C:32]([NH:29][C:27]3[S:28][C:24]4[CH:23]=[C:22]([O:21][C:17]5[CH:16]=[N:15][CH:20]=[CH:19][CH:18]=5)[CH:31]=[CH:30][C:25]=4[N:26]=3)=[N:13][C:6]=2[CH:5]=1)=[O:14], predict the reactants needed to synthesize it. (3) Given the product [F:34][C:23]([F:22])([S:30]([O-:33])(=[O:31])=[O:32])[CH:24]([OH:29])[C:25]([F:26])([F:28])[F:27].[F:2][C:3]1[CH:8]=[CH:7][C:6]([S+:9]([C:16]2[CH:17]=[CH:18][CH:19]=[CH:20][CH:21]=2)[C:10]2[CH:15]=[CH:14][CH:13]=[CH:12][CH:11]=2)=[CH:5][CH:4]=1, predict the reactants needed to synthesize it. The reactants are: [Cl-].[F:2][C:3]1[CH:8]=[CH:7][C:6]([S+:9]([C:16]2[CH:21]=[CH:20][CH:19]=[CH:18][CH:17]=2)[C:10]2[CH:15]=[CH:14][CH:13]=[CH:12][CH:11]=2)=[CH:5][CH:4]=1.[F:22][C:23]([F:34])([S:30]([O-:33])(=[O:32])=[O:31])[CH:24]([OH:29])[C:25]([F:28])([F:27])[F:26].[Na+]. (4) Given the product [CH3:38][C:35]([C:21]1[S:22][C:23]([C:24]2[CH:29]=[CH:28][N:27]=[C:26]([CH2:30][CH2:31][C:32]([N:73]3[CH2:78][CH2:77][O:76][CH2:75][CH2:74]3)=[O:33])[N:25]=2)=[C:19]([C:15]2[C:14]([F:39])=[C:13]([NH:12][S:9]([C:3]3[CH:4]=[C:5]([F:8])[CH:6]=[CH:7][C:2]=3[F:1])(=[O:11])=[O:10])[CH:18]=[CH:17][CH:16]=2)[N:20]=1)([CH3:37])[CH3:36], predict the reactants needed to synthesize it. The reactants are: [F:1][C:2]1[CH:7]=[CH:6][C:5]([F:8])=[CH:4][C:3]=1[S:9]([NH:12][C:13]1[C:14]([F:39])=[C:15]([C:19]2[N:20]=[C:21]([C:35]([CH3:38])([CH3:37])[CH3:36])[S:22][C:23]=2[C:24]2[CH:29]=[CH:28][N:27]=[C:26]([CH2:30][CH2:31][C:32](O)=[O:33])[N:25]=2)[CH:16]=[CH:17][CH:18]=1)(=[O:11])=[O:10].CN(C(ON1N=NC2C=CC=NC1=2)=[N+](C)C)C.F[P-](F)(F)(F)(F)F.CCN(C(C)C)C(C)C.[NH:73]1[CH2:78][CH2:77][O:76][CH2:75][CH2:74]1. (5) Given the product [NH2:5][C:4]1[CH:6]=[C:7]([C:19]2[S:23][C:22]([C:24]3([OH:37])[CH2:29][CH2:28][CH:27]([C:30]([O:32][C:33]([CH3:36])([CH3:35])[CH3:34])=[O:31])[CH2:26][CH2:25]3)=[N:21][CH:20]=2)[CH:8]=[C:2]([CH3:1])[CH:3]=1, predict the reactants needed to synthesize it. The reactants are: [CH3:1][C:2]1[CH:3]=[C:4]([CH:6]=[C:7](B2OC(C)(C)C(C)(C)O2)[CH:8]=1)[NH2:5].Br[C:19]1[S:23][C:22]([C:24]2([OH:37])[CH2:29][CH2:28][CH:27]([C:30]([O:32][C:33]([CH3:36])([CH3:35])[CH3:34])=[O:31])[CH2:26][CH2:25]2)=[N:21][CH:20]=1.C1(P(C2CCCCC2)C2C=CC=CC=2C2C(C(C)C)=CC(C(C)C)=CC=2C(C)C)CCCCC1.C(=O)([O-])[O-].[Cs+].[Cs+]. (6) Given the product [Cl:24][C:21]1[CH:22]=[CH:23][C:18]([C:11]2([CH2:14][CH:15]([F:17])[F:16])[CH2:10][CH2:9][NH:8][CH2:13][CH2:12]2)=[CH:19][CH:20]=1, predict the reactants needed to synthesize it. The reactants are: C(OC([N:8]1[CH2:13][CH2:12][C:11]([C:18]2[CH:23]=[CH:22][C:21]([Cl:24])=[CH:20][CH:19]=2)([CH2:14][CH:15]([F:17])[F:16])[CH2:10][CH2:9]1)=O)(C)(C)C.O1CCOCC1. (7) Given the product [F:1][C:2]1[CH:7]=[C:6]([CH2:8][OH:9])[CH:5]=[CH:4][C:3]=1[C:10]1[CH:11]=[CH:12][CH:13]=[CH:14][CH:15]=1, predict the reactants needed to synthesize it. The reactants are: [F:1][C:2]1[CH:7]=[C:6]([CH:8]=[O:9])[CH:5]=[CH:4][C:3]=1[C:10]1[CH:15]=[CH:14][CH:13]=[CH:12][CH:11]=1.[BH4-].[Na+].[OH-].[Na+].